From a dataset of Full USPTO retrosynthesis dataset with 1.9M reactions from patents (1976-2016). Predict the reactants needed to synthesize the given product. The reactants are: [NH2:1][C@@H:2]([CH2:8][CH2:9][CH2:10][CH2:11][CH2:12][CH2:13][CH:14]=[CH2:15])[C:3]([O:5][CH2:6][CH3:7])=[O:4].C(N(CC)CC)C.[N+:23]([C:26]1[CH:31]=[CH:30][CH:29]=[CH:28][C:27]=1[S:32](Cl)(=[O:34])=[O:33])([O-:25])=[O:24]. Given the product [N+:23]([C:26]1[CH:31]=[CH:30][CH:29]=[CH:28][C:27]=1[S:32]([NH:1][C@@H:2]([CH2:8][CH2:9][CH2:10][CH2:11][CH2:12][CH2:13][CH:14]=[CH2:15])[C:3]([O:5][CH2:6][CH3:7])=[O:4])(=[O:34])=[O:33])([O-:25])=[O:24], predict the reactants needed to synthesize it.